This data is from Forward reaction prediction with 1.9M reactions from USPTO patents (1976-2016). The task is: Predict the product of the given reaction. (1) Given the reactants Br[CH2:2][C:3]([C:5]1[CH:10]=[CH:9][C:8]([O:11][CH3:12])=[CH:7][CH:6]=1)=O.[CH3:13][O:14][C:15]([C:17]1[C:18]([C:26]2[CH:31]=[CH:30][CH:29]=[CH:28][C:27]=2[N+:32]([O-:34])=[O:33])=[CH:19][CH:20]=[C:21]([C:23](=[S:25])[NH2:24])[CH:22]=1)=[O:16], predict the reaction product. The product is: [CH3:13][O:14][C:15]([C:17]1[C:18]([C:26]2[CH:31]=[CH:30][CH:29]=[CH:28][C:27]=2[N+:32]([O-:34])=[O:33])=[CH:19][CH:20]=[C:21]([C:23]2[S:25][CH:2]=[C:3]([C:5]3[CH:10]=[CH:9][C:8]([O:11][CH3:12])=[CH:7][CH:6]=3)[N:24]=2)[CH:22]=1)=[O:16]. (2) Given the reactants [C:1]([O:5][C:6](=[O:37])[N:7]([CH2:12][C:13]1[CH:14]=[N:15][C:16]([C:19]2[S:27][C:26]3[C:21](=[N:22][CH:23]=[CH:24][C:25]=3[O:28][C:29]3[CH:34]=[CH:33][C:32]([NH2:35])=[CH:31][C:30]=3[F:36])[CH:20]=2)=[CH:17][CH:18]=1)[CH2:8][CH2:9][O:10][CH3:11])([CH3:4])([CH3:3])[CH3:2].[CH:38]1([S:41]([NH:44][C:45](=O)[O:46]CC)(=[O:43])=[O:42])[CH2:40][CH2:39]1, predict the reaction product. The product is: [C:1]([O:5][C:6](=[O:37])[N:7]([CH2:12][C:13]1[CH:14]=[N:15][C:16]([C:19]2[S:27][C:26]3[C:21](=[N:22][CH:23]=[CH:24][C:25]=3[O:28][C:29]3[CH:34]=[CH:33][C:32]([NH:35][C:45]([NH:44][S:41]([CH:38]4[CH2:40][CH2:39]4)(=[O:43])=[O:42])=[O:46])=[CH:31][C:30]=3[F:36])[CH:20]=2)=[CH:17][CH:18]=1)[CH2:8][CH2:9][O:10][CH3:11])([CH3:4])([CH3:2])[CH3:3]. (3) Given the reactants [CH3:1][C:2]1[CH:7]=[C:6]([O:8][CH2:9][CH2:10][CH2:11][S:12]([CH3:15])(=[O:14])=[O:13])[CH:5]=[C:4]([CH3:16])[C:3]=1[C:17]1[CH:25]=[CH:24][CH:23]=[C:22]2[C:18]=1[CH2:19][CH2:20][C@H:21]2[O:26][C:27]1[CH:28]=[CH:29][C:30]2[C@H:34]([CH2:35][C:36]([OH:38])=[O:37])[CH2:33][S:32][C:31]=2[CH:39]=1.C(=O)([O-])[O-].[Na+].[Na+].[C:46]([O:52][CH2:53]I)(=[O:51])[C:47]([CH3:50])([CH3:49])[CH3:48].C(OCC)(=O)C, predict the reaction product. The product is: [C:46]([O:52][CH2:53][O:37][C:36](=[O:38])[CH2:35][C@@H:34]1[CH2:33][S:32][C:31]2[CH:39]=[C:27]([O:26][C@H:21]3[C:22]4[C:18](=[C:17]([C:3]5[C:4]([CH3:16])=[CH:5][C:6]([O:8][CH2:9][CH2:10][CH2:11][S:12]([CH3:15])(=[O:14])=[O:13])=[CH:7][C:2]=5[CH3:1])[CH:25]=[CH:24][CH:23]=4)[CH2:19][CH2:20]3)[CH:28]=[CH:29][C:30]1=2)(=[O:51])[C:47]([CH3:50])([CH3:49])[CH3:48]. (4) Given the reactants [I-].[CH3:2][N+:3]1[C:12]2[C:7](=[CH:8][CH:9]=[CH:10][CH:11]=2)[CH:6]=[CH:5][CH:4]=1.C(N(CC)CC)C.[Br-:20].[C:21]([CH2:24][CH2:25][CH2:26][CH2:27][N+:28]1[C:32]2[CH:33]=[CH:34][CH:35]=[CH:36][C:31]=2[S:30][C:29]=1[CH3:37])([OH:23])=[O:22].[Br-].CC1SC2C=CC=CC=2[NH+]=1, predict the reaction product. The product is: [Br-:20].[CH3:2][N+:3]1[C:12]2[C:7](=[CH:8][CH:9]=[CH:10][CH:11]=2)[C:6]([CH:37]=[C:29]2[N:28]([CH2:27][CH2:26][CH2:25][CH2:24][C:21]([OH:23])=[O:22])[C:32]3[CH:33]=[CH:34][CH:35]=[CH:36][C:31]=3[S:30]2)=[CH:5][CH:4]=1. (5) Given the reactants [C:1]1([O:7][CH3:8])[CH:6]=[CH:5][CH:4]=[CH:3][CH:2]=1.[C:9](OC(=O)C)(=[O:11])[CH3:10].S([O-])([O-])(=O)=O.[Mg+2], predict the reaction product. The product is: [CH3:8][O:7][C:1]1[CH:6]=[CH:5][C:4]([C:9](=[O:11])[CH3:10])=[CH:3][CH:2]=1. (6) Given the reactants [C:9](O[C:9]([O:11][C:12]([CH3:15])([CH3:14])[CH3:13])=[O:10])([O:11][C:12]([CH3:15])([CH3:14])[CH3:13])=[O:10].[O:16]=[C:17]1[C:25](=[O:26])[C:24]2[C:19](=[CH:20][CH:21]=[C:22]([CH2:27][C:28]([O:30][CH2:31][CH3:32])=[O:29])[CH:23]=2)[NH:18]1, predict the reaction product. The product is: [CH2:31]([O:30][C:28](=[O:29])[CH2:27][C:22]1[CH:23]=[C:24]2[C:19](=[CH:20][CH:21]=1)[N:18]([C:9]([O:11][C:12]([CH3:13])([CH3:14])[CH3:15])=[O:10])[C:17](=[O:16])[C:25]2=[O:26])[CH3:32].